Dataset: Tyrosyl-DNA phosphodiesterase HTS with 341,365 compounds. Task: Binary Classification. Given a drug SMILES string, predict its activity (active/inactive) in a high-throughput screening assay against a specified biological target. (1) The result is 0 (inactive). The drug is Fc1ccc(CC(OCC(=O)NC(=O)c2c(OC)cccc2)=O)cc1. (2) The drug is S(=O)(=O)(NCc1nc(sc1)C)c1ccc(OCCCC)cc1. The result is 0 (inactive). (3) The result is 0 (inactive). The molecule is Clc1ccc(CN2CC(CCC2=O)C(=O)NCCc2cc(Cl)ccc2)cc1. (4) The compound is o1c(C(=O)N2CCCN(CC2)C(=O)c2oc(cc2)C)ccc1C. The result is 0 (inactive). (5) The result is 0 (inactive). The molecule is Brc1cc(CNCc2ccncc2)ccc1. (6) The molecule is o1c(C(=O)N2CCN(CC2)Cc2ccccc2)ccc1C. The result is 0 (inactive). (7) The compound is S(c1nc([nH]n1)c1occc1)c1ncc([N+]([O-])=O)cc1. The result is 0 (inactive).